From a dataset of Forward reaction prediction with 1.9M reactions from USPTO patents (1976-2016). Predict the product of the given reaction. (1) Given the reactants [Cl:1][C:2]1[CH:7]=[C:6]([Cl:8])[CH:5]=[CH:4][C:3]=1[C:9]1[N:10]=[C:11]([CH2:30]C)[C:12]([NH:17][C@@H:18]2[C:26]3[C:21](=[CH:22][CH:23]=[CH:24][CH:25]=3)[CH2:20][C@@H:19]2[O:27]CC)=[N:13][C:14]=1[CH2:15][CH3:16].Br[C:33]1N=C(C)C(N[C@@H]2C3C(=CC=CC=3)C[C@@H]2O)=NC=1C1CC1, predict the reaction product. The product is: [CH:15]1([C:14]2[N:13]=[C:12]([NH:17][C@@H:18]3[C:26]4[C:21](=[CH:22][CH:23]=[CH:24][CH:25]=4)[CH2:20][C@@H:19]3[OH:27])[C:11]([CH3:30])=[N:10][C:9]=2[C:3]2[CH:4]=[CH:5][C:6]([Cl:8])=[CH:7][C:2]=2[Cl:1])[CH2:16][CH2:33]1. (2) Given the reactants [CH2:1]([CH:5]1[CH2:10][N:9](C(OC(C)(C)C)=O)[C:8](=[O:18])[CH2:7][C:6]1=[O:19])[CH:2]([CH3:4])[CH3:3].C(O)(C(F)(F)F)=O, predict the reaction product. The product is: [CH2:1]([CH:5]1[CH2:10][NH:9][C:8](=[O:18])[CH2:7][C:6]1=[O:19])[CH:2]([CH3:4])[CH3:3]. (3) Given the reactants C1(S(O[CH:11]2[N:23]3[C:14](=[N:15][C:16]4[CH:17]=[C:18]([Br:25])[CH:19]=[CH:20][C:21]=4[C:22]3=[O:24])[CH2:13][CH2:12]2)(=O)=O)C=CC=CC=1.[C:26](=[O:29])([O-])[O-].[K+].[K+].[CH3:32]O, predict the reaction product. The product is: [Br:25][C:18]1[CH:19]=[CH:20][C:21]2[C:22](=[O:24])[N:23]3[CH:11]([CH2:32][O:29][CH3:26])[CH2:12][CH2:13][C:14]3=[N:15][C:16]=2[CH:17]=1.